Dataset: Reaction yield outcomes from USPTO patents with 853,638 reactions. Task: Predict the reaction yield, written as a fraction of the theoretical maximum amount of product (1.0 means a 100% yield; for example, 0.34 means a 34% yield). (1) The reactants are Br[C:2]1[C:11]2[C:6](=[C:7]([OH:13])[CH:8]=[C:9]([OH:12])[CH:10]=2)[C:5](=[O:14])[N:4]([C:15]2[CH:20]=[CH:19][C:18]([OH:21])=[CH:17][CH:16]=2)[CH:3]=1.C(=O)([O-])[O-].[K+].[K+].[C:28]1(B(O)O)[CH:33]=[CH:32][CH:31]=[CH:30][CH:29]=1. The catalyst is C1C=CC([P]([Pd]([P](C2C=CC=CC=2)(C2C=CC=CC=2)C2C=CC=CC=2)([P](C2C=CC=CC=2)(C2C=CC=CC=2)C2C=CC=CC=2)[P](C2C=CC=CC=2)(C2C=CC=CC=2)C2C=CC=CC=2)(C2C=CC=CC=2)C2C=CC=CC=2)=CC=1. The product is [OH:12][C:9]1[CH:10]=[C:11]2[C:6](=[C:7]([OH:13])[CH:8]=1)[C:5](=[O:14])[N:4]([C:15]1[CH:20]=[CH:19][C:18]([OH:21])=[CH:17][CH:16]=1)[CH:3]=[C:2]2[C:28]1[CH:33]=[CH:32][CH:31]=[CH:30][CH:29]=1. The yield is 0.899. (2) The reactants are O=[S:2]1(=[O:51])[CH2:7][CH2:6][N:5]([CH2:8][CH2:9][NH:10][C@:11]23[CH2:46][CH2:45][C@@H:44](C(C=O)=C)[C@@H:12]2[C@@H:13]2[C@@:26]([CH3:29])([CH2:27][CH2:28]3)[C@@:25]3([CH3:30])[C@@H:16]([C@:17]4([CH3:43])[C@@H:22]([CH2:23][CH2:24]3)[C:21]([CH3:32])([CH3:31])[C:20]([C:33]3[CH:42]=[CH:41][C:36]([C:37]([O:39][CH3:40])=O)=[CH:35][CH:34]=3)=[CH:19][CH2:18]4)[CH2:15][CH2:14]2)[CH2:4][CH2:3]1.[OH2:52].C(O)(=O)CC(C[C:57]([OH:59])=[O:58])([C:57]([OH:59])=[O:58])[OH:52].C[N+]1([O-])CCOCC1.I([O-])(=O)(=O)=O.[Na+].[OH2:80]. The catalyst is [Os](=O)(=O)(=O)=O.C(O)(C)(C)C. The product is [O:52]=[S:2]1(=[O:51])[CH2:7][CH2:6][N:5]([CH2:8][CH2:9][NH:10][C@:11]23[CH2:46][CH2:45][C@@H:44]([C:57]([OH:59])=[O:58])[C@@H:12]2[C@@H:13]2[C@@:26]([CH3:29])([CH2:27][CH2:28]3)[C@@:25]3([CH3:30])[C@@H:16]([C@:17]4([CH3:43])[C@@H:22]([CH2:23][CH2:24]3)[C:21]([CH3:31])([CH3:32])[C:20]([C:33]3[CH:34]=[CH:35][C:36]([C:37]([O:39][CH3:40])=[O:80])=[CH:41][CH:42]=3)=[CH:19][CH2:18]4)[CH2:15][CH2:14]2)[CH2:4][CH2:3]1. The yield is 0.410. (3) The product is [CH3:1][C:2]1[CH:3]=[CH:4][C:5]2[N:6]([CH2:16][CH:18]3[CH2:19][O:20]3)[C:7]3[C:12]([C:13]=2[CH:14]=1)=[CH:11][C:10]([CH3:15])=[CH:9][CH:8]=3. No catalyst specified. The reactants are [CH3:1][C:2]1[CH:3]=[CH:4][C:5]2[NH:6][C:7]3[C:12]([C:13]=2[CH:14]=1)=[CH:11][C:10]([CH3:15])=[CH:9][CH:8]=3.[CH2:16]([CH:18]1[O:20][CH2:19]1)Cl. The yield is 0.690. (4) The reactants are [Br:1][C:2]1[CH:3]=[CH:4][C:5]([O:19][CH3:20])=[C:6]2[C:11]=1[N:10]=[C:9]([C:12]1[CH:13]=[N:14][CH:15]=[CH:16][CH:17]=1)[NH:8][C:7]2=O.F[P-](F)(F)(F)(F)F.[N:28]1(O[P+](N(C)C)(N(C)C)N(C)C)[C:32]2C=CC=CC=2N=N1.N12CCCN=C1CCCCC2.CN. The catalyst is CN(C=O)C.O. The product is [Br:1][C:2]1[CH:3]=[CH:4][C:5]([O:19][CH3:20])=[C:6]2[C:11]=1[N:10]=[C:9]([C:12]1[CH:13]=[N:14][CH:15]=[CH:16][CH:17]=1)[N:8]=[C:7]2[NH:28][CH3:32]. The yield is 1.00.